From a dataset of Catalyst prediction with 721,799 reactions and 888 catalyst types from USPTO. Predict which catalyst facilitates the given reaction. (1) Reactant: [Cl:1][C:2]1[CH:3]=[C:4]([CH2:19][C:20]([O:22]C)=[O:21])[CH:5]=[CH:6][C:7]=1[NH:8][C:9]([NH:11][C:12]1[CH:17]=[CH:16][CH:15]=[CH:14][C:13]=1[CH3:18])=[O:10].[OH-].[Na+]. Product: [Cl:1][C:2]1[CH:3]=[C:4]([CH2:19][C:20]([OH:22])=[O:21])[CH:5]=[CH:6][C:7]=1[NH:8][C:9]([NH:11][C:12]1[CH:17]=[CH:16][CH:15]=[CH:14][C:13]=1[CH3:18])=[O:10]. The catalyst class is: 1. (2) Reactant: [F:1][C:2]1[CH:8]=[CH:7][C:5]([NH2:6])=[CH:4][CH:3]=1.CO[CH:11]1[CH2:15][CH2:14][CH:13](OC)O1. Product: [F:1][C:2]1[CH:8]=[CH:7][C:5]([N:6]2[CH:11]=[CH:15][CH:14]=[CH:13]2)=[CH:4][CH:3]=1. The catalyst class is: 15. (3) Product: [Si:28]([O:27][CH2:26][CH2:25][CH2:24][CH2:23][NH:22][C:17]1[C:16]2[C:11](=[CH:12][CH:13]=[CH:14][CH:15]=2)[N:10]=[C:9]([Cl:8])[C:18]=1[N+:19]([O-:21])=[O:20])([C:31]([CH3:34])([CH3:33])[CH3:32])([CH3:30])[CH3:29]. Reactant: C(N(CC)CC)C.[Cl:8][C:9]1[C:18]([N+:19]([O-:21])=[O:20])=[C:17]([NH:22][CH2:23][CH2:24][CH2:25][CH2:26][OH:27])[C:16]2[C:11](=[CH:12][CH:13]=[CH:14][CH:15]=2)[N:10]=1.[Si:28](Cl)([C:31]([CH3:34])([CH3:33])[CH3:32])([CH3:30])[CH3:29]. The catalyst class is: 588. (4) Reactant: [C:1]([CH2:3][C:4]1[CH:12]=[CH:11][CH:10]=[CH:9][C:5]=1[C:6](O)=[O:7])#[N:2].[NH2:13][C:14]1[CH:18]=[C:17]([CH3:19])[NH:16][N:15]=1. Product: [CH3:19][C:17]1[NH:16][N:15]=[C:14]([NH:13][C:1]2[NH:2][C:6](=[O:7])[C:5]3[C:4]([CH:3]=2)=[CH:12][CH:11]=[CH:10][CH:9]=3)[CH:18]=1. The catalyst class is: 15. (5) Reactant: [I:1][C:2]1[CH:10]=[C:6]([C:7]([O-])=[O:8])[C:5]([NH2:11])=[CH:4][CH:3]=1.[NH4+:12].[CH:13]([O-])([O-])OC. Product: [I:1][C:2]1[CH:10]=[C:6]2[C:5](=[CH:4][CH:3]=1)[N:11]=[CH:13][NH:12][C:7]2=[O:8]. The catalyst class is: 51. (6) Reactant: [CH3:1][C:2]([CH3:15])([CH2:7][O:8][CH:9]1[CH2:14][CH2:13][CH2:12][CH2:11][O:10]1)[C:3](OC)=[O:4].O.[OH-].[Na+]. Product: [CH3:1][C:2]([CH3:15])([CH2:7][O:8][CH:9]1[CH2:14][CH2:13][CH2:12][CH2:11][O:10]1)[CH2:3][OH:4]. The catalyst class is: 1. (7) The catalyst class is: 2. Reactant: [C:1]([NH2:5])([CH3:4])([CH3:3])[CH3:2].CCN(C(C)C)C(C)C.[Cl:15][CH2:16][C:17](Cl)=[O:18]. Product: [C:1]([NH:5][C:17](=[O:18])[CH2:16][Cl:15])([CH3:4])([CH3:3])[CH3:2].